From a dataset of Full USPTO retrosynthesis dataset with 1.9M reactions from patents (1976-2016). Predict the reactants needed to synthesize the given product. (1) Given the product [Cl:1][C:2]1[C:7]([NH2:8])=[CH:6][C:5]([CH3:11])=[CH:4][N:3]=1, predict the reactants needed to synthesize it. The reactants are: [Cl:1][C:2]1[C:7]([N+:8]([O-])=O)=[CH:6][C:5]([CH3:11])=[CH:4][N:3]=1.Cl[Sn]Cl. (2) The reactants are: [CH:1]([C:3]1[C:11]2[C:6](=[CH:7][CH:8]=[C:9]([C:12]3[CH:13]=[C:14]([NH:18][C:19](=[O:24])[C:20]([CH3:23])([CH3:22])[CH3:21])[CH:15]=[N:16][CH:17]=3)[CH:10]=2)[N:5]([CH2:25][O:26][CH2:27][CH2:28][Si:29]([CH3:32])([CH3:31])[CH3:30])[N:4]=1)=O.[F:33][C:34]1[CH:39]=[CH:38][C:37]([C:40]2[C:45]([NH2:46])=[C:44]([NH2:47])[CH:43]=[CH:42][N:41]=2)=[CH:36][CH:35]=1. Given the product [F:33][C:34]1[CH:35]=[CH:36][C:37]([C:40]2[C:45]3[N:46]=[C:1]([C:3]4[C:11]5[C:6](=[CH:7][CH:8]=[C:9]([C:12]6[CH:13]=[C:14]([NH:18][C:19](=[O:24])[C:20]([CH3:21])([CH3:22])[CH3:23])[CH:15]=[N:16][CH:17]=6)[CH:10]=5)[N:5]([CH2:25][O:26][CH2:27][CH2:28][Si:29]([CH3:31])([CH3:32])[CH3:30])[N:4]=4)[NH:47][C:44]=3[CH:43]=[CH:42][N:41]=2)=[CH:38][CH:39]=1, predict the reactants needed to synthesize it. (3) Given the product [C:21]([O:20][C:18]([N:8]1[CH2:9][CH2:10][CH2:11][CH:12]([C:13]([OH:15])=[O:14])[CH:7]1[C:1]1[CH:6]=[CH:5][CH:4]=[CH:3][CH:2]=1)=[O:19])([CH3:24])([CH3:22])[CH3:23], predict the reactants needed to synthesize it. The reactants are: [C:1]1([CH:7]2[CH:12]([C:13]([O:15]CC)=[O:14])[CH2:11][CH2:10][CH2:9][N:8]2[C:18]([O:20][C:21]([CH3:24])([CH3:23])[CH3:22])=[O:19])[CH:6]=[CH:5][CH:4]=[CH:3][CH:2]=1.[OH-].[Na+]. (4) Given the product [CH3:22][N:20]1[CH:21]=[C:17]([C:14]2[CH:15]=[C:16]3[C:8]([C:6]4[N:7]=[C:2]([N:33]5[CH2:34][CH2:35][C:31]([C:30]([F:45])([F:44])[F:29])([NH2:36])[CH2:32]5)[CH:3]=[CH:4][CH:5]=4)=[N:9][NH:10][C:11]3=[CH:12][N:13]=2)[CH:18]=[N:19]1, predict the reactants needed to synthesize it. The reactants are: F[C:2]1[N:7]=[C:6]([C:8]2[C:16]3[C:11](=[CH:12][N:13]=[C:14]([C:17]4[CH:18]=[N:19][N:20]([CH3:22])[CH:21]=4)[CH:15]=3)[N:10](C3CCCCO3)[N:9]=2)[CH:5]=[CH:4][CH:3]=1.[F:29][C:30]([F:45])([F:44])[C:31]1([NH:36]C(=O)OC(C)(C)C)[CH2:35][CH2:34][NH:33][CH2:32]1. (5) The reactants are: CON(C)[C:4]([C:6]1[CH:11]=[CH:10][C:9]([C:12]2[CH:13]=[CH:14][C:15]3[N:16]([C:18]([C:39]4[CH:44]=[CH:43][CH:42]=[CH:41][CH:40]=4)=[C:19]([C:21]4[CH:26]=[CH:25][C:24]([C:27]5([NH:31][C:32](=[O:38])[O:33][C:34]([CH3:37])([CH3:36])[CH3:35])[CH2:30][CH2:29][CH2:28]5)=[CH:23][CH:22]=4)[N:20]=3)[N:17]=2)=[CH:8][CH:7]=1)=[O:5].[CH3:46][Mg]Cl.[Cl-].[NH4+]. Given the product [C:4]([C:6]1[CH:11]=[CH:10][C:9]([C:12]2[CH:13]=[CH:14][C:15]3[N:16]([C:18]([C:39]4[CH:40]=[CH:41][CH:42]=[CH:43][CH:44]=4)=[C:19]([C:21]4[CH:22]=[CH:23][C:24]([C:27]5([NH:31][C:32](=[O:38])[O:33][C:34]([CH3:35])([CH3:36])[CH3:37])[CH2:28][CH2:29][CH2:30]5)=[CH:25][CH:26]=4)[N:20]=3)[N:17]=2)=[CH:8][CH:7]=1)(=[O:5])[CH3:46], predict the reactants needed to synthesize it. (6) Given the product [OH:27][CH2:26][CH:21]1[CH2:20][C:19]2[C:24](=[CH:25][C:16]([NH:15][C:12]([C:7]3[CH:6]=[CH:5][C:4]4[C:9](=[CH:10][CH:11]=[C:2]([Br:1])[CH:3]=4)[CH:8]=3)=[O:13])=[CH:17][CH:18]=2)[NH:23][CH2:22]1, predict the reactants needed to synthesize it. The reactants are: [Br:1][C:2]1[CH:3]=[C:4]2[C:9](=[CH:10][CH:11]=1)[CH:8]=[C:7]([C:12](Cl)=[O:13])[CH:6]=[CH:5]2.[NH2:15][C:16]1[CH:25]=[C:24]2[C:19]([CH2:20][CH:21]([CH2:26][OH:27])[CH2:22][NH:23]2)=[CH:18][CH:17]=1. (7) Given the product [NH2:25][C@@H:6]([CH2:5][O:4][CH:1]([CH3:3])[CH3:2])[CH2:7][O:8][C:9]1[CH:10]=[CH:11][C:12]2[C:21]3[C:16](=[CH:17][N:18]=[CH:19][CH:20]=3)[C:15](=[O:22])[N:14]([CH3:23])[C:13]=2[CH:24]=1, predict the reactants needed to synthesize it. The reactants are: [CH:1]([O:4][CH2:5][C@H:6]([NH:25]C(=O)OCC1C=CC=CC=1)[CH2:7][O:8][C:9]1[CH:10]=[CH:11][C:12]2[C:21]3[C:16](=[CH:17][N:18]=[CH:19][CH:20]=3)[C:15](=[O:22])[N:14]([CH3:23])[C:13]=2[CH:24]=1)([CH3:3])[CH3:2].N#N.